From a dataset of Reaction yield outcomes from USPTO patents with 853,638 reactions. Predict the reaction yield, written as a fraction of the theoretical maximum amount of product (1.0 means a 100% yield; for example, 0.34 means a 34% yield). The reactants are [NH2:1][C:2]1[N:7]=[CH:6][C:5]([O:8][CH:9]2[CH2:12][N:11]([C:13]([O:15][C:16]([CH3:19])([CH3:18])[CH3:17])=[O:14])[CH2:10]2)=[CH:4][CH:3]=1.Br[C:21]1[C:22](=[O:29])[N:23]([CH3:28])[CH:24]=[C:25]([Br:27])[CH:26]=1.C([O-])([O-])=O.[Cs+].[Cs+]. The catalyst is C1C=CC(/C=C/C(/C=C/C2C=CC=CC=2)=O)=CC=1.C1C=CC(/C=C/C(/C=C/C2C=CC=CC=2)=O)=CC=1.C1C=CC(/C=C/C(/C=C/C2C=CC=CC=2)=O)=CC=1.[Pd].[Pd].CC1(C)C2C(=C(P(C3C=CC=CC=3)C3C=CC=CC=3)C=CC=2)OC2C(P(C3C=CC=CC=3)C3C=CC=CC=3)=CC=CC1=2.O1CCOCC1. The product is [Br:27][C:25]1[CH:26]=[C:21]([NH:1][C:2]2[N:7]=[CH:6][C:5]([O:8][CH:9]3[CH2:12][N:11]([C:13]([O:15][C:16]([CH3:19])([CH3:18])[CH3:17])=[O:14])[CH2:10]3)=[CH:4][CH:3]=2)[C:22](=[O:29])[N:23]([CH3:28])[CH:24]=1. The yield is 0.900.